From a dataset of Catalyst prediction with 721,799 reactions and 888 catalyst types from USPTO. Predict which catalyst facilitates the given reaction. (1) Reactant: [Br:1][C:2]1[C:10]2[N:9]=[C:8]([CH:11]([CH3:13])[CH3:12])[N:7]([CH2:14][C:15]3[CH:20]=[CH:19][CH:18]=[C:17]([C:21]([F:24])([F:23])[F:22])[C:16]=3[CH3:25])[C:6]=2[CH:5]=[C:4]([NH2:26])[CH:3]=1.[OH-].[Na+].Br[CH2:30][CH2:31][O:32][CH2:33][CH2:34]Br. Product: [Br:1][C:2]1[C:10]2[N:9]=[C:8]([CH:11]([CH3:13])[CH3:12])[N:7]([CH2:14][C:15]3[CH:20]=[CH:19][CH:18]=[C:17]([C:21]([F:22])([F:24])[F:23])[C:16]=3[CH3:25])[C:6]=2[CH:5]=[C:4]([N:26]2[CH2:34][CH2:33][O:32][CH2:31][CH2:30]2)[CH:3]=1. The catalyst class is: 682. (2) Reactant: [CH2:1]([O:3][C:4]([C:6]1[N:7]=[C:8]([N:11]2[CH2:16][CH2:15][CH:14]([OH:17])CC2)[S:9][CH:10]=1)=[O:5])[CH3:2].[Si:18](Cl)([C:21]([CH3:24])([CH3:23])[CH3:22])([CH3:20])[CH3:19].N1C=CN=C1.C(O)C. Product: [Si:18]([O:17][CH:14]1[N:11]([C:8]2[S:9][CH:10]=[C:6]([C:4]([O:3][CH2:1][CH3:2])=[O:5])[N:7]=2)[CH2:16][CH2:15]1)([C:21]([CH3:24])([CH3:23])[CH3:22])([CH3:20])[CH3:19]. The catalyst class is: 9.